Dataset: Catalyst prediction with 721,799 reactions and 888 catalyst types from USPTO. Task: Predict which catalyst facilitates the given reaction. (1) Reactant: [Br:1][C:2]1[S:6][C:5]([C:7](Cl)=[O:8])=[CH:4][CH:3]=1.[CH:10]1([NH:13][C:14]2[CH:19]=[CH:18][CH:17]=[C:16]([O:20][CH3:21])[CH:15]=2)[CH2:12][CH2:11]1.C(N(CC)CC)C. Product: [Br:1][C:2]1[S:6][C:5]([C:7]([N:13]([CH:10]2[CH2:11][CH2:12]2)[C:14]2[CH:19]=[CH:18][CH:17]=[C:16]([O:20][CH3:21])[CH:15]=2)=[O:8])=[CH:4][CH:3]=1. The catalyst class is: 2. (2) Reactant: [Si](Cl)(C)(C)C.Br[C:7]([F:14])([F:13])[C:8]([O:10][CH2:11][CH3:12])=[O:9].[CH2:15]([O:17][C:18](=[O:39])[CH2:19][CH2:20][N:21]([CH2:29]N1C2C=CC=CC=2N=N1)[CH2:22][C:23]1[CH:28]=[CH:27][CH:26]=[CH:25][CH:24]=1)[CH3:16].C([O-])(O)=O.[Na+]. Product: [CH2:11]([O:10][C:8](=[O:9])[C:7]([F:14])([F:13])[CH2:29][N:21]([CH2:22][C:23]1[CH:24]=[CH:25][CH:26]=[CH:27][CH:28]=1)[CH2:20][CH2:19][C:18]([O:17][CH2:15][CH3:16])=[O:39])[CH3:12]. The catalyst class is: 324. (3) Reactant: [H-].[Na+].[F:3][C:4]([F:8])([F:7])[CH2:5][OH:6].Cl[CH2:10][C:11]1[N:12]=[C:13]([C:21]2[CH:26]=[CH:25][CH:24]=[C:23]([C:27]([F:30])([F:29])[F:28])[CH:22]=2)[C:14]2[CH:19]=[C:18]([CH3:20])[S:17][C:15]=2[N:16]=1. Product: [CH3:20][C:18]1[S:17][C:15]2[N:16]=[C:11]([CH2:10][O:6][CH2:5][C:4]([F:8])([F:7])[F:3])[N:12]=[C:13]([C:21]3[CH:26]=[CH:25][CH:24]=[C:23]([C:27]([F:29])([F:30])[F:28])[CH:22]=3)[C:14]=2[CH:19]=1. The catalyst class is: 1. (4) Reactant: CN(C)CC(N[C:7]1[CH:12]=[CH:11][C:10]([C:13]#[C:14][C:15]#[C:16][C:17]2[CH:33]=[CH:32][C:20]([C:21]([NH:23][CH:24]([C:28](=[O:31])[NH:29][OH:30])[CH:25](O)C)=[O:22])=[CH:19][CH:18]=2)=CC=1)=O.C1C[N:38]([P+](ON2N=NC3C=CC=CC2=3)(N2CCCC2)N2CCCC2)[CH2:37]C1.F[P-](F)(F)(F)(F)F.CC[N:70](C(C)C)C(C)C.C[N:78]([CH:80]=[O:81])C. Product: [NH2:38][CH2:37][C:80]([NH:78][C:11]1[CH:10]=[CH:13][C:14]([C:15]#[C:16][C:17]2[CH:18]=[CH:19][C:20]([C:21]([NH:23][C@@H:24]([CH2:25][NH2:70])[C:28]([NH:29][OH:30])=[O:31])=[O:22])=[CH:32][CH:33]=2)=[CH:7][CH:12]=1)=[O:81]. The catalyst class is: 6. (5) Reactant: [NH2:1][C:2]1[N:7]([C:8]2[CH:13]=[C:12]([Cl:14])[CH:11]=[C:10]([Cl:15])[CH:9]=2)[C:6](=[S:16])[NH:5][C:4](=[O:17])[CH:3]=1.[N:18]([O-])=[O:19].[Na+]. Product: [NH2:1][C:2]1[N:7]([C:8]2[CH:9]=[C:10]([Cl:15])[CH:11]=[C:12]([Cl:14])[CH:13]=2)[C:6](=[S:16])[NH:5][C:4](=[O:17])[C:3]=1[N:18]=[O:19]. The catalyst class is: 86. (6) Reactant: [Cl:1][C:2]1[N:7]=[C:6](Cl)[CH:5]=[CH:4][N:3]=1.[N+:9]([C:12]1[CH:13]=[C:14](B(O)O)[CH:15]=[CH:16][CH:17]=1)([O-:11])=[O:10].C(=O)([O-])[O-].[Na+].[Na+].C(OCC)(=O)C. Product: [Cl:1][C:2]1[N:7]=[C:6]([C:16]2[CH:15]=[CH:14][CH:13]=[C:12]([N+:9]([O-:11])=[O:10])[CH:17]=2)[CH:5]=[CH:4][N:3]=1. The catalyst class is: 564. (7) Reactant: [F:1][C:2]1[CH:7]=[CH:6][C:5]([O:8][CH3:9])=[CH:4][C:3]=1[C:10]1[N:15]=[CH:14][C:13]([OH:16])=[CH:12][C:11]=1[CH2:17][C:18]([CH3:21])([CH3:20])[CH3:19].[CH:22]1([CH:25]([C:32]2[CH:37]=[CH:36][CH:35]=[C:34]([CH2:38]O)[CH:33]=2)[CH2:26][C:27]([O:29][CH2:30][CH3:31])=[O:28])[CH2:24][CH2:23]1.C1(P(C2C=CC=CC=2)C2C=CC=CC=2)C=CC=CC=1.N(C(OCC)=O)=NC(OCC)=O. Product: [CH:22]1([CH:25]([C:32]2[CH:37]=[CH:36][CH:35]=[C:34]([CH2:38][O:16][C:13]3[CH:14]=[N:15][C:10]([C:3]4[CH:4]=[C:5]([O:8][CH3:9])[CH:6]=[CH:7][C:2]=4[F:1])=[C:11]([CH2:17][C:18]([CH3:21])([CH3:20])[CH3:19])[CH:12]=3)[CH:33]=2)[CH2:26][C:27]([O:29][CH2:30][CH3:31])=[O:28])[CH2:24][CH2:23]1. The catalyst class is: 182. (8) Reactant: [Cl:1][C:2]1[N:7]=[C:6]([CH3:8])[C:5]2[C:9](=[O:31])[NH:10][N:11]([C:12]([C:25]3[CH:30]=[CH:29][CH:28]=[CH:27][CH:26]=3)([C:19]3[CH:24]=[CH:23][CH:22]=[CH:21][CH:20]=3)[C:13]3[CH:18]=[CH:17][CH:16]=[CH:15][CH:14]=3)[C:4]=2[CH:3]=1.C(=O)([O-])[O-].[K+].[K+].[CH2:38](Br)[C:39]1[CH:44]=[CH:43][CH:42]=[CH:41][CH:40]=1. Product: [CH2:38]([O:31][C:9]1[C:5]2[C:6]([CH3:8])=[N:7][C:2]([Cl:1])=[CH:3][C:4]=2[N:11]([C:12]([C:13]2[CH:18]=[CH:17][CH:16]=[CH:15][CH:14]=2)([C:19]2[CH:20]=[CH:21][CH:22]=[CH:23][CH:24]=2)[C:25]2[CH:26]=[CH:27][CH:28]=[CH:29][CH:30]=2)[N:10]=1)[C:39]1[CH:44]=[CH:43][CH:42]=[CH:41][CH:40]=1. The catalyst class is: 3. (9) Reactant: [CH2:1]([O:3][C:4](=[O:17])[CH2:5][NH:6][C:7]1[CH:16]=[CH:15][CH:14]=[CH:13][C:8]=1[C:9](OC)=[O:10])[CH3:2].[Na]. Product: [OH:10][C:9]1[C:8]2[C:7](=[CH:16][CH:15]=[CH:14][CH:13]=2)[NH:6][C:5]=1[C:4]([O:3][CH2:1][CH3:2])=[O:17]. The catalyst class is: 40. (10) Reactant: [O:1]=[C:2]1[CH2:7][O:6][C:5]2[N:8]=[CH:9][C:10]([C:12](=[CH:15][C:16]3[CH:21]=[CH:20][CH:19]=[CH:18][CH:17]=3)[CH:13]=O)=[CH:11][C:4]=2[NH:3]1.[NH2:22][C:23]([NH2:25])=[S:24].Cl. Product: [NH2:25][C:23]1[S:24][CH:15]([C:16]2[CH:21]=[CH:20][CH:19]=[CH:18][CH:17]=2)[C:12]([C:10]2[CH:9]=[N:8][C:5]3[O:6][CH2:7][C:2](=[O:1])[NH:3][C:4]=3[CH:11]=2)=[CH:13][N:22]=1. The catalyst class is: 12.